Dataset: Full USPTO retrosynthesis dataset with 1.9M reactions from patents (1976-2016). Task: Predict the reactants needed to synthesize the given product. The reactants are: [CH2:1]([O:8][C:9]1[CH:14]=[CH:13][C:12](Br)=[CH:11][C:10]=1[F:16])[C:2]1[CH:7]=[CH:6][CH:5]=[CH:4][CH:3]=1.CC1(C)C(C)(C)OB([C:25]2[CH2:30][CH2:29][N:28]([C:31]([O:33][C:34]([CH3:37])(C)C)=[O:32])[CH2:27][CH:26]=2)O1.O.C([O-])([O-])=O.[Na+].[Na+].[C:46](#N)[CH3:47]. Given the product [CH2:1]([O:8][C:9]1[CH:14]=[CH:13][C:12]([C:25]2[CH2:30][CH2:29][N:28]([C:31]([O:33][CH2:34][CH2:37][CH2:46][CH3:47])=[O:32])[CH2:27][CH:26]=2)=[CH:11][C:10]=1[F:16])[C:2]1[CH:7]=[CH:6][CH:5]=[CH:4][CH:3]=1, predict the reactants needed to synthesize it.